This data is from Forward reaction prediction with 1.9M reactions from USPTO patents (1976-2016). The task is: Predict the product of the given reaction. (1) Given the reactants Cl[CH2:2][CH2:3][CH2:4][S:5]([N:8]1[CH2:13][CH2:12][CH:11]([C:14]2[C:22]3[C:17](=[C:18]([C:28]([NH2:30])=[O:29])[CH:19]=[C:20]([C:23]4[S:24][CH:25]=[CH:26][CH:27]=4)[CH:21]=3)[NH:16][CH:15]=2)[CH2:10][CH2:9]1)(=[O:7])=[O:6].[CH3:31][O-:32].[Na+], predict the reaction product. The product is: [CH3:31][O:32][CH2:2][CH2:3][CH2:4][S:5]([N:8]1[CH2:13][CH2:12][CH:11]([C:14]2[C:22]3[C:17](=[C:18]([C:28]([NH2:30])=[O:29])[CH:19]=[C:20]([C:23]4[S:24][CH:25]=[CH:26][CH:27]=4)[CH:21]=3)[NH:16][CH:15]=2)[CH2:10][CH2:9]1)(=[O:7])=[O:6]. (2) Given the reactants [CH:1]1([OH:6])[CH2:5][CH2:4][CH2:3][CH2:2]1.Cl[C:8]1[CH:9]=[CH:10][C:11]([N+:23]([O-:25])=[O:24])=[C:12]([CH2:14][NH:15][C:16](=[O:22])[O:17][C:18]([CH3:21])([CH3:20])[CH3:19])[CH:13]=1.[H-].[Na+], predict the reaction product. The product is: [CH:1]1([O:6][C:8]2[CH:9]=[CH:10][C:11]([N+:23]([O-:25])=[O:24])=[C:12]([CH2:14][NH:15][C:16](=[O:22])[O:17][C:18]([CH3:21])([CH3:19])[CH3:20])[CH:13]=2)[CH2:5][CH2:4][CH2:3][CH2:2]1. (3) Given the reactants [C:1]([O:4][CH2:5][C@@H:6]1[C@@H:13]2[C@@H:9]([O:10][C:11]([CH3:15])([CH3:14])[O:12]2)[C@H:8]([N:16]2[CH:24]=[N:23][C:22]3[C:17]2=[N:18][CH:19]=[N:20][C:21]=3Cl)[O:7]1)(=[O:3])[CH3:2].[CH2:26]([Sn](CCCC)(CCCC)C=C)[CH2:27]CC, predict the reaction product. The product is: [C:1]([O:4][CH2:5][C@@H:6]1[C@@H:13]2[C@@H:9]([O:10][C:11]([CH3:15])([CH3:14])[O:12]2)[C@H:8]([N:16]2[CH:24]=[N:23][C:22]3[C:17]2=[N:18][CH:19]=[N:20][C:21]=3[CH:26]=[CH2:27])[O:7]1)(=[O:3])[CH3:2]. (4) Given the reactants Cl[C:2]1[N:3]=[C:4]([OH:13])[C:5]2[CH:11]=[C:10]([Cl:12])[CH:9]=[N:8][C:6]=2[N:7]=1.[CH3:14][N:15]1[CH2:20][CH2:19][NH:18][CH2:17][CH2:16]1, predict the reaction product. The product is: [Cl:12][C:10]1[CH:9]=[N:8][C:6]2[N:7]=[C:2]([N:18]3[CH2:19][CH2:20][N:15]([CH3:14])[CH2:16][CH2:17]3)[NH:3][C:4](=[O:13])[C:5]=2[CH:11]=1.